This data is from Reaction yield outcomes from USPTO patents with 853,638 reactions. The task is: Predict the reaction yield, written as a fraction of the theoretical maximum amount of product (1.0 means a 100% yield; for example, 0.34 means a 34% yield). (1) The reactants are C[O:2][C:3]1[CH:4]=[C:5]([CH2:9][C:10]#[N:11])[CH:6]=[CH:7][CH:8]=1.B(Br)(Br)Br.O. The catalyst is C(Cl)Cl. The product is [OH:2][C:3]1[CH:4]=[C:5]([CH2:9][C:10]#[N:11])[CH:6]=[CH:7][CH:8]=1. The yield is 0.710. (2) The reactants are [CH3:1][O:2][CH2:3][CH2:4][CH2:5][CH2:6][NH:7][C:8]1[CH:13]=[CH:12][CH:11]=[CH:10][C:9]=1[N+:14]([O-])=O. The catalyst is [Pd].C1(C)C=CC=CC=1. The product is [CH3:1][O:2][CH2:3][CH2:4][CH2:5][CH2:6][NH:7][C:8]1[CH:13]=[CH:12][CH:11]=[CH:10][C:9]=1[NH2:14]. The yield is 1.00. (3) The reactants are C([Si](C(C)C)(C(C)C)[N:5]1[CH:9]=[CH:8][C:7](B(O)O)=[CH:6]1)(C)C.I[C:20]1[CH:29]=[CH:28][C:23]([C:24]([O:26][CH3:27])=[O:25])=[CH:22][CH:21]=1.[F-].[Cs+]. The catalyst is C(COC)OC.O.Cl[Pd](Cl)([P](C1C=CC=CC=1)(C1C=CC=CC=1)C1C=CC=CC=1)[P](C1C=CC=CC=1)(C1C=CC=CC=1)C1C=CC=CC=1. The product is [NH:5]1[CH:9]=[CH:8][C:7]([C:20]2[CH:29]=[CH:28][C:23]([C:24]([O:26][CH3:27])=[O:25])=[CH:22][CH:21]=2)=[CH:6]1. The yield is 0.580. (4) The reactants are C([O:8][CH2:9][CH2:10][C@@H:11]1[CH2:14][C@H:13]([N:15]2[CH:23]=[N:22][C:21]3[C:16]2=[N:17][CH:18]=[N:19][C:20]=3[NH2:24])[CH2:12]1)C1C=CC=CC=1.B(Cl)(Cl)Cl.N.CO. The catalyst is C(Cl)Cl. The product is [OH:8][CH2:9][CH2:10][C@@H:11]1[CH2:14][C@H:13]([N:15]2[CH:23]=[N:22][C:21]3[C:16]2=[N:17][CH:18]=[N:19][C:20]=3[NH2:24])[CH2:12]1. The yield is 0.580. (5) The reactants are [CH3:1][O:2][C:3]1[CH:8]=[CH:7][CH:6]=[CH:5][C:4]=1[S:9]([NH:12][CH2:13][C:14]1[CH:19]=[CH:18][C:17](B(O)O)=[CH:16][CH:15]=1)(=[O:11])=[O:10].Br[C:24]1[CH:25]=[C:26]([CH2:30][C:31]([O:33][CH3:34])=[O:32])[CH:27]=[CH:28][CH:29]=1.CCN(CC)CC. The catalyst is C1C=CC(P(C2C=CC=CC=2)C2C=CC=CC=2)=CC=1.C1C=CC(P(C2C=CC=CC=2)C2C=CC=CC=2)=CC=1.Cl[Pd]Cl.C(O)C. The product is [CH3:1][O:2][C:3]1[CH:8]=[CH:7][CH:6]=[CH:5][C:4]=1[S:9]([NH:12][CH2:13][C:14]1[CH:19]=[CH:18][C:17]([C:28]2[CH:27]=[C:26]([CH2:30][C:31]([O:33][CH3:34])=[O:32])[CH:25]=[CH:24][CH:29]=2)=[CH:16][CH:15]=1)(=[O:11])=[O:10]. The yield is 0.680. (6) The reactants are [CH2:1]1[C:9]2[C:4](=[CH:5][CH:6]=[CH:7][CH:8]=2)[CH:3]=[CH:2]1.CO[CH2:12][CH2:13]OC.[OH-].[K+].[C:18]1(=O)[CH2:21][CH2:20][CH2:19]1. The catalyst is O. The product is [CH:1]1([C:18]2([CH:6]3[C:12]4[C:13](=[CH:9][CH:1]=[CH:2][CH:3]=4)[CH:4]=[CH:5]3)[CH2:21][CH2:20][CH2:19]2)[C:9]2[C:4](=[CH:5][CH:6]=[CH:7][CH:8]=2)[CH:3]=[CH:2]1. The yield is 0.390.